This data is from Peptide-MHC class II binding affinity with 134,281 pairs from IEDB. The task is: Regression. Given a peptide amino acid sequence and an MHC pseudo amino acid sequence, predict their binding affinity value. This is MHC class II binding data. (1) The peptide sequence is FGMVQFQKFFNPVTP. The MHC is HLA-DPA10301-DPB10402 with pseudo-sequence HLA-DPA10301-DPB10402. The binding affinity (normalized) is 0.712. (2) The peptide sequence is QKYVNNTATLLMTSL. The MHC is DRB1_1101 with pseudo-sequence DRB1_1101. The binding affinity (normalized) is 0.509. (3) The peptide sequence is YKKLRTSSFALNLPT. The MHC is DRB1_0401 with pseudo-sequence DRB1_0401. The binding affinity (normalized) is 0.569. (4) The peptide sequence is PEQIQLLKKAFDAFD. The MHC is HLA-DQA10102-DQB10602 with pseudo-sequence HLA-DQA10102-DQB10602. The binding affinity (normalized) is 0.305. (5) The peptide sequence is YFHRRDLRLMANAICSAV. The MHC is DRB3_0101 with pseudo-sequence DRB3_0101. The binding affinity (normalized) is 0.0528. (6) The peptide sequence is TITVYAVTDGRNGRL. The MHC is DRB1_0101 with pseudo-sequence DRB1_0101. The binding affinity (normalized) is 0.482. (7) The peptide sequence is SCGLYKQPGVPVRWK. The MHC is DRB1_0404 with pseudo-sequence DRB1_0404. The binding affinity (normalized) is 0.212. (8) The peptide sequence is NSLLTSPLSINTRMT. The MHC is HLA-DPA10201-DPB10501 with pseudo-sequence HLA-DPA10201-DPB10501. The binding affinity (normalized) is 0.367. (9) The peptide sequence is TLSVTFIGAAPLILSY. The MHC is DRB1_1201 with pseudo-sequence DRB1_1201. The binding affinity (normalized) is 0.837. (10) The peptide sequence is LQLQPFPQPQLPYPQPQLPY. The MHC is HLA-DQA10301-DQB10302 with pseudo-sequence HLA-DQA10301-DQB10302. The binding affinity (normalized) is 0.0714.